Dataset: Reaction yield outcomes from USPTO patents with 853,638 reactions. Task: Predict the reaction yield, written as a fraction of the theoretical maximum amount of product (1.0 means a 100% yield; for example, 0.34 means a 34% yield). (1) The reactants are O1C2C=CC=CC=2OB1.[Br:10][C:11]1[C:12]([N:27]2[CH2:32][CH2:31][CH:30]([CH3:33])[CH2:29][CH2:28]2)=[C:13]([C:19](=[O:26])[C:20]([O:22][CH:23]([CH3:25])[CH3:24])=[O:21])[C:14]([CH3:18])=[N:15][C:16]=1[CH3:17].CB1N2CCC[C@@H]2C(C2C=CC=CC=2)(C2C=CC=CC=2)O1. The catalyst is C1(C)C=CC=CC=1. The product is [Br:10][C:11]1[C:12]([N:27]2[CH2:32][CH2:31][CH:30]([CH3:33])[CH2:29][CH2:28]2)=[C:13]([C@H:19]([OH:26])[C:20]([O:22][CH:23]([CH3:25])[CH3:24])=[O:21])[C:14]([CH3:18])=[N:15][C:16]=1[CH3:17]. The yield is 1.00. (2) The reactants are [CH2:1]([O:8][C:9]([NH:11][C@@H:12]([CH2:21][CH3:22])[CH:13]([OH:20])[CH2:14][C:15]([O:17][CH2:18][CH3:19])=[O:16])=[O:10])[C:2]1[CH:7]=[CH:6][CH:5]=[CH:4][CH:3]=1.N1C(C)=CC=CC=1C.FC(F)(F)S(O)(=O)=O.[C:39]([SiH:43]([CH3:45])[CH3:44])([CH3:42])([CH3:41])[CH3:40].O. The catalyst is O1CCCC1. The product is [CH2:1]([O:8][C:9]([NH:11][C@@H:12]([CH2:21][CH3:22])[CH:13]([O:20][Si:43]([C:39]([CH3:42])([CH3:41])[CH3:40])([CH3:45])[CH3:44])[CH2:14][C:15]([O:17][CH2:18][CH3:19])=[O:16])=[O:10])[C:2]1[CH:3]=[CH:4][CH:5]=[CH:6][CH:7]=1. The yield is 0.740. (3) The catalyst is CCO. The product is [CH3:15][C:13]1[N:14]=[C:10]2[N:11]([C:2]([N:21]3[CH2:22][CH2:23][N:18]([CH3:17])[CH2:19][CH2:20]3)=[N:3][C:4]3[CH:5]=[CH:6][C:7]([CH3:16])=[CH:8][C:9]=32)[N:12]=1. The yield is 0.570. The reactants are Cl[C:2]1[N:11]2[N:12]=[C:13]([CH3:15])[N:14]=[C:10]2[C:9]2[CH:8]=[C:7]([CH3:16])[CH:6]=[CH:5][C:4]=2[N:3]=1.[CH3:17][N:18]1[CH2:23][CH2:22][NH:21][CH2:20][CH2:19]1. (4) The reactants are [CH2:1]([O:3][C:4](=[O:18])[C:5]1[CH:10]=[C:9]([N+:11]([O-:13])=[O:12])[CH:8]=[C:7]([N+:14]([O-:16])=[O:15])[C:6]=1[CH3:17])[CH3:2].CO[CH:21]([N:24]([CH3:26])[CH3:25])OC. The catalyst is CN(C=O)C. The product is [CH2:1]([O:3][C:4](=[O:18])[C:5]1[CH:10]=[C:9]([N+:11]([O-:13])=[O:12])[CH:8]=[C:7]([N+:14]([O-:16])=[O:15])[C:6]=1[CH:17]=[CH:21][N:24]([CH3:26])[CH3:25])[CH3:2]. The yield is 0.480. (5) The reactants are CC1(C)COB([C:8]2[CH:9]=[C:10]([NH2:23])[C:11]([N:14]([CH2:19][CH:20]([CH3:22])[CH3:21])[CH2:15][CH:16]([CH3:18])[CH3:17])=[CH:12][CH:13]=2)OC1.Br[C:26]1[CH:35]=[CH:34][C:33]([Cl:36])=[CH:32][C:27]=1[C:28]([O:30][CH3:31])=[O:29].P([O-])([O-])([O-])=O.[K+].[K+].[K+]. No catalyst specified. The product is [NH2:23][C:10]1[CH:9]=[C:8]([C:26]2[C:27]([C:28]([O:30][CH3:31])=[O:29])=[CH:32][C:33]([Cl:36])=[CH:34][CH:35]=2)[CH:13]=[CH:12][C:11]=1[N:14]([CH2:15][CH:16]([CH3:17])[CH3:18])[CH2:19][CH:20]([CH3:21])[CH3:22]. The yield is 0.750.